From a dataset of Full USPTO retrosynthesis dataset with 1.9M reactions from patents (1976-2016). Predict the reactants needed to synthesize the given product. (1) Given the product [C:28]([C:27]1[CH:31]=[CH:32][CH:33]=[CH:34][C:26]=1[S:25][C:2]1[CH:11]=[CH:10][C:9]2[C:4](=[CH:5][CH:6]=[CH:7][CH:8]=2)[C:3]=1[C:12]([OH:14])=[O:13])([OH:30])=[O:29], predict the reactants needed to synthesize it. The reactants are: Br[C:2]1[CH:11]=[CH:10][C:9]2[C:4](=[CH:5][CH:6]=[CH:7][CH:8]=2)[C:3]=1[C:12]([OH:14])=[O:13].BrC1C=CC=CC=1C(O)=O.[SH:25][C:26]1[CH:34]=[CH:33][CH:32]=[CH:31][C:27]=1[C:28]([OH:30])=[O:29]. (2) Given the product [N:1]1[CH:6]=[CH:5][N:4]=[CH:3][C:2]=1[C:7]#[C:8][C:9]12[CH2:18][CH:13]3[CH2:14][CH:15]([CH2:17][C:11]([NH:19][C:26]([C:21]4[CH:22]=[CH:23][CH:24]=[CH:25][N:20]=4)=[O:27])([CH2:12]3)[CH2:10]1)[CH2:16]2, predict the reactants needed to synthesize it. The reactants are: [N:1]1[CH:6]=[CH:5][N:4]=[CH:3][C:2]=1[C:7]#[C:8][C:9]12[CH2:18][CH:13]3[CH2:14][CH:15]([CH2:17][C:11]([NH2:19])([CH2:12]3)[CH2:10]1)[CH2:16]2.[N:20]1[CH:25]=[CH:24][CH:23]=[CH:22][C:21]=1[C:26](O)=[O:27].CCN(C(C)C)C(C)C.CN(C(ON1N=NC2C=CC=NC1=2)=[N+](C)C)C.F[P-](F)(F)(F)(F)F. (3) The reactants are: [N:1]([C:4]1[CH:18]=[CH:17][CH:16]=[CH:15][C:5]=1[CH2:6][NH:7][C:8](=[O:14])[O:9][C:10]([CH3:13])([CH3:12])[CH3:11])=[N+:2]=[N-:3].[CH2:19]([OH:22])[C:20]#[CH:21]. Given the product [OH:22][CH2:19][C:20]1[N:3]=[N:2][N:1]([C:4]2[CH:18]=[CH:17][CH:16]=[CH:15][C:5]=2[CH2:6][NH:7][C:8](=[O:14])[O:9][C:10]([CH3:13])([CH3:12])[CH3:11])[CH:21]=1, predict the reactants needed to synthesize it. (4) Given the product [CH3:1][O:2][CH:3]([O:15][CH3:16])[CH:4]([C:6]1[C:11]([CH3:12])=[CH:10][C:9]([O:13][CH2:24][C:25]([O:27][CH2:28][CH3:29])=[O:26])=[C:8]([CH3:14])[CH:7]=1)[OH:5], predict the reactants needed to synthesize it. The reactants are: [CH3:1][O:2][CH:3]([O:15][CH3:16])[CH:4]([C:6]1[C:11]([CH3:12])=[CH:10][C:9]([OH:13])=[C:8]([CH3:14])[CH:7]=1)[OH:5].C([O-])([O-])=O.[K+].[K+].Br[CH2:24][C:25]([O:27][CH2:28][CH3:29])=[O:26].N[C@H](C(O)=O)CC1C=C2C(C=CC=C2)=CC=1.C(N(CC)CC)C.